This data is from Reaction yield outcomes from USPTO patents with 853,638 reactions. The task is: Predict the reaction yield, written as a fraction of the theoretical maximum amount of product (1.0 means a 100% yield; for example, 0.34 means a 34% yield). The reactants are [F:1][CH:2]([F:20])[C:3]1[CH:4]=[C:5]([C:10]2[CH:15]=[C:14]([O:16][CH3:17])[C:13](I)=[CH:12][C:11]=2[F:19])[CH:6]=[C:7]([F:9])[CH:8]=1.[B:21](OC(C)C)([O:26]C(C)C)[O:22]C(C)C.C([Li])CCC.[OH-].[Na+]. The catalyst is C1COCC1. The product is [F:1][CH:2]([F:20])[C:3]1[CH:4]=[C:5]([C:10]2[CH:15]=[C:14]([O:16][CH3:17])[C:13]([B:21]([OH:26])[OH:22])=[CH:12][C:11]=2[F:19])[CH:6]=[C:7]([F:9])[CH:8]=1. The yield is 0.182.